Dataset: Forward reaction prediction with 1.9M reactions from USPTO patents (1976-2016). Task: Predict the product of the given reaction. (1) Given the reactants C(O)C(O)C[O:36][CH2:37][CH:38]([OH:41])[CH2:39][O:40]CC(O)C[O:36][CH2:37][CH:38]([OH:41])[CH2:39][O:40]CC(O)C[O:36][CH2:37][CH:38]([OH:41])[CH2:39][O:40]CC(O)C[O:36][CH2:37][CH:38]([OH:41])[CH2:39][O:40]CC(O)C[O:36][CH2:37][CH:38]([OH:41])[CH2:39][OH:40].[C:52]([OH:65])(=[O:64])[CH2:53][CH2:54][CH2:55][CH2:56][CH2:57][CH2:58][CH2:59][CH2:60][CH2:61][CH2:62][CH3:63].ON1[C:71](=O)[CH2:70][CH2:69][C:68]1=O.[CH3:74][CH:75](N=C=NC(C)C)[CH3:76].[CH2:83]1COC[CH2:84]1, predict the reaction product. The product is: [CH2:54]([CH:53]([CH2:68][CH2:69][CH2:70][CH2:71][CH2:74][CH2:75][CH2:76][CH2:39][CH2:38][CH3:37])[C:52]([OH:65])=[O:64])[CH2:55][CH2:56][CH2:57][CH2:58][CH2:59][CH2:60][CH2:61][CH2:62][CH2:63][CH2:83][CH3:84].[OH:36][CH2:37][CH:38]([CH2:39][OH:40])[OH:41].[OH:36][CH2:37][CH:38]([CH2:39][OH:40])[OH:41].[OH:36][CH2:37][CH:38]([CH2:39][OH:40])[OH:41].[OH:36][CH2:37][CH:38]([CH2:39][OH:40])[OH:41].[OH:36][CH2:37][CH:38]([CH2:39][OH:40])[OH:41].[OH:36][CH2:37][CH:38]([CH2:39][OH:40])[OH:41].[OH:36][CH2:37][CH:38]([CH2:39][OH:40])[OH:41].[OH:36][CH2:37][CH:38]([CH2:39][OH:40])[OH:41].[OH:36][CH2:37][CH:38]([CH2:39][OH:40])[OH:41].[OH:36][CH2:37][CH:38]([CH2:39][OH:40])[OH:41]. (2) The product is: [C:14]1([C:29]2[CH:34]=[CH:33][CH:32]=[CH:31][CH:30]=2)[CH:9]=[CH:10][CH:11]=[C:12]([S:15][C:17]2[CH:18]=[C:19]([O:27][CH3:28])[C:20]([O:25][CH3:26])=[C:21]([O:23][CH3:24])[CH:22]=2)[CH:13]=1. Given the reactants CC(C)([O-])C.[Na+].CO[C:9]1[CH:14]=[CH:13][C:12]([SH:15])=[CH:11][CH:10]=1.I[C:17]1[CH:18]=[C:19]([O:27][CH3:28])[C:20]([O:25][CH3:26])=[C:21]([O:23][CH3:24])[CH:22]=1.[C:29]1(C)[CH:34]=[CH:33][CH:32]=[CH:31][CH:30]=1, predict the reaction product. (3) Given the reactants F[C:2]1[CH:7]=[CH:6][C:5]([CH:8]([CH2:12][CH:13]2[CH2:18][CH2:17][CH2:16][CH2:15][O:14]2)[C:9]([OH:11])=[O:10])=[CH:4][C:3]=1[C:19]([F:22])([F:21])[F:20].[H-].[Na+].[CH3:25][S-:26].[Na+], predict the reaction product. The product is: [CH3:25][S:26][C:2]1[CH:7]=[CH:6][C:5]([CH:8]([CH2:12][CH:13]2[CH2:18][CH2:17][CH2:16][CH2:15][O:14]2)[C:9]([OH:11])=[O:10])=[CH:4][C:3]=1[C:19]([F:22])([F:21])[F:20]. (4) Given the reactants [Br:1][C:2]1[CH:7]=[CH:6][C:5]([F:8])=[CH:4][C:3]=1[OH:9].IC.[C:12](=O)([O-])[O-].[K+].[K+], predict the reaction product. The product is: [Br:1][C:2]1[CH:7]=[CH:6][C:5]([F:8])=[CH:4][C:3]=1[O:9][CH3:12]. (5) Given the reactants [CH2:1]([N:8]1[C:17](=[O:18])[C:16]2[C:11](=[CH:12][C:13]([Cl:19])=[CH:14][CH:15]=2)[N:10]=[C:9]1[CH:20](Br)[CH:21]([CH3:23])[CH3:22])[C:2]1[CH:7]=[CH:6][CH:5]=[CH:4][CH:3]=1.C(N(CC)CC)C.[NH:32]1[CH:36]=[CH:35][N:34]=[CH:33]1, predict the reaction product. The product is: [CH2:1]([N:8]1[C:17](=[O:18])[C:16]2[C:11](=[CH:12][C:13]([Cl:19])=[CH:14][CH:15]=2)[N:10]=[C:9]1[CH:20]([N:32]1[CH:36]=[CH:35][N:34]=[CH:33]1)[CH:21]([CH3:23])[CH3:22])[C:2]1[CH:7]=[CH:6][CH:5]=[CH:4][CH:3]=1.